This data is from Reaction yield outcomes from USPTO patents with 853,638 reactions. The task is: Predict the reaction yield, written as a fraction of the theoretical maximum amount of product (1.0 means a 100% yield; for example, 0.34 means a 34% yield). The reactants are [NH2:1][C:2]1[CH:7]=[CH:6][C:5]([OH:8])=[CH:4][C:3]=1[F:9].CC(C)([O-])C.[K+].Cl[C:17]1[CH:22]=[CH:21][N:20]=[C:19]2[CH:23]=[C:24]([C:26]3[N:31]=[CH:30][C:29]([CH2:32][N:33]([CH2:41][CH2:42][O:43][CH3:44])[C:34](=[O:40])[O:35][C:36]([CH3:39])([CH3:38])[CH3:37])=[CH:28][CH:27]=3)[S:25][C:18]=12.Cl. The catalyst is CS(C)=O.O.C(Cl)Cl.CCOC(C)=O. The product is [NH2:1][C:2]1[CH:7]=[CH:6][C:5]([O:8][C:17]2[CH:22]=[CH:21][N:20]=[C:19]3[CH:23]=[C:24]([C:26]4[N:31]=[CH:30][C:29]([CH2:32][N:33]([CH2:41][CH2:42][O:43][CH3:44])[C:34](=[O:40])[O:35][C:36]([CH3:37])([CH3:38])[CH3:39])=[CH:28][CH:27]=4)[S:25][C:18]=23)=[CH:4][C:3]=1[F:9]. The yield is 0.320.